The task is: Predict the product of the given reaction.. This data is from Forward reaction prediction with 1.9M reactions from USPTO patents (1976-2016). Given the reactants [CH2:1]([O:3][C:4]([C:6]1[CH:7]=[C:8]2[N:13]([C:14]=1[C:15]1[CH:16]=[N:17][CH:18]=[N:19][CH:20]=1)[CH:12]=[CH:11][C:10]([CH2:21][N:22]=[N+:23]=[N-:24])=[CH:9]2)=[O:5])[CH3:2].[F:25][C:26]([F:34])([F:33])[C:27]([OH:32])([CH2:30][CH3:31])[C:28]#[CH:29], predict the reaction product. The product is: [CH2:1]([O:3][C:4]([C:6]1[CH:7]=[C:8]2[N:13]([C:14]=1[C:15]1[CH:20]=[N:19][CH:18]=[N:17][CH:16]=1)[CH:12]=[CH:11][C:10]([CH2:21][N:22]1[CH:29]=[C:28]([C:27]([OH:32])([C:26]([F:34])([F:33])[F:25])[CH2:30][CH3:31])[N:24]=[N:23]1)=[CH:9]2)=[O:5])[CH3:2].